Dataset: Forward reaction prediction with 1.9M reactions from USPTO patents (1976-2016). Task: Predict the product of the given reaction. (1) Given the reactants ClCCl.Br[C:5]1[C:13]2[C:8](=[N:9][CH:10]=[C:11]([C:14]3[CH:19]=[CH:18][CH:17]=[C:16]([S:20]([CH3:23])(=[O:22])=[O:21])[CH:15]=3)[CH:12]=2)[NH:7][CH:6]=1.[CH3:24][C:25]([C:31]1[CH:36]=[CH:35][C:34](B2OC(C)(C)C(C)(C)O2)=[CH:33][CH:32]=1)([CH3:30])[C:26]([O:28]C)=[O:27].C(=O)([O-])[O-].[K+].[K+].[OH-].[Na+].Cl, predict the reaction product. The product is: [CH3:30][C:25]([C:31]1[CH:36]=[CH:35][C:34]([C:5]2[C:13]3[C:8](=[N:9][CH:10]=[C:11]([C:14]4[CH:19]=[CH:18][CH:17]=[C:16]([S:20]([CH3:23])(=[O:22])=[O:21])[CH:15]=4)[CH:12]=3)[NH:7][CH:6]=2)=[CH:33][CH:32]=1)([CH3:24])[C:26]([OH:28])=[O:27]. (2) Given the reactants [NH2:1][C:2]1[N:7]=[C:6]([O:8][CH3:9])[NH:5][C:4](=[O:10])[CH:3]=1.C(=O)([O-])[O-].[K+].[K+].[CH3:17][O:18][CH2:19][CH2:20][O:21][CH2:22][CH2:23]Br, predict the reaction product. The product is: [NH2:1][C:2]1[N:7]=[C:6]([O:8][CH3:9])[N:5]([CH2:23][CH2:22][O:21][CH2:20][CH2:19][O:18][CH3:17])[C:4](=[O:10])[CH:3]=1.